Dataset: Peptide-MHC class I binding affinity with 185,985 pairs from IEDB/IMGT. Task: Regression. Given a peptide amino acid sequence and an MHC pseudo amino acid sequence, predict their binding affinity value. This is MHC class I binding data. The peptide sequence is MAIHRSLTK. The MHC is HLA-A11:01 with pseudo-sequence HLA-A11:01. The binding affinity (normalized) is 0.738.